This data is from Full USPTO retrosynthesis dataset with 1.9M reactions from patents (1976-2016). The task is: Predict the reactants needed to synthesize the given product. (1) Given the product [CH2:1]([NH:8][C:9]([C:11]1[S:15][C:14]([N:16]2[CH2:20][CH2:19][CH:18]([CH2:24][C:25]3[CH:26]=[CH:27][C:28]([O:31][CH:32]([F:33])[F:34])=[CH:29][CH:30]=3)[C:17]2=[O:21])=[N:13][C:12]=1[CH3:22])=[O:10])[C:2]1[CH:7]=[CH:6][CH:5]=[CH:4][CH:3]=1, predict the reactants needed to synthesize it. The reactants are: [CH2:1]([NH:8][C:9]([C:11]1[S:15][C:14]([N:16]2[CH2:20][CH2:19][CH2:18][C:17]2=[O:21])=[N:13][C:12]=1[CH3:22])=[O:10])[C:2]1[CH:7]=[CH:6][CH:5]=[CH:4][CH:3]=1.Br[CH2:24][C:25]1[CH:30]=[CH:29][C:28]([O:31][CH:32]([F:34])[F:33])=[CH:27][CH:26]=1. (2) Given the product [OH:16][CH:13]([CH2:14][CH3:15])[CH:11]([N:10]1[C:5]2=[N:6][CH:7]=[CH:8][CH:9]=[C:4]2[C:3]([C:17]([O:19][C:20]([CH3:22])([CH3:21])[CH3:23])=[O:18])=[C:2]1[CH3:1])[CH3:12], predict the reactants needed to synthesize it. The reactants are: [CH3:1][C:2]1[N:10]([CH:11]([C:13](=[O:16])[CH2:14][CH3:15])[CH3:12])[C:5]2=[N:6][CH:7]=[CH:8][CH:9]=[C:4]2[C:3]=1[C:17]([O:19][C:20]([CH3:23])([CH3:22])[CH3:21])=[O:18].[BH4-].[Na+]. (3) The reactants are: FC(F)(F)S(O[C:7]1[CH:8]=[C:9]([CH3:19])[CH:10]=[C:11]([C:13]2[CH:18]=[CH:17][CH:16]=[CH:15][CH:14]=2)[CH:12]=1)(=O)=O.[C-:22]#[N:23].[K+]. Given the product [C:22]([C:7]1[CH:8]=[C:9]([CH3:19])[CH:10]=[C:11]([C:13]2[CH:18]=[CH:17][CH:16]=[CH:15][CH:14]=2)[CH:12]=1)#[N:23], predict the reactants needed to synthesize it. (4) The reactants are: Cl[C:2]1[CH:3]=[CH:4][C:5]2[N:11]3[CH2:12][C@H:8]([CH2:9][CH2:10]3)[NH:7][C:6]=2[N:13]=1.[CH3:14][C:15]1[N:20]=[CH:19][C:18](B(O)O)=[CH:17][CH:16]=1.[O-]P([O-])([O-])=O.[K+].[K+].[K+].CC(C1C=C(C(C)C)C(C2C=CC=CC=2P(C2CCCCC2)C2CCCCC2)=C(C(C)C)C=1)C. Given the product [CH3:14][C:15]1[N:20]=[CH:19][C:18]([C:2]2[CH:3]=[CH:4][C:5]3[N:11]4[CH2:12][C@H:8]([CH2:9][CH2:10]4)[NH:7][C:6]=3[N:13]=2)=[CH:17][CH:16]=1, predict the reactants needed to synthesize it. (5) Given the product [NH2:15][CH2:16][CH2:17][CH2:18][NH:19][CH2:23][CH2:24][CH2:25][CH2:26][NH:27][CH2:28][CH2:29][CH2:30][NH:31][C:32](=[O:37])[C:33]([F:35])([F:36])[F:34], predict the reactants needed to synthesize it. The reactants are: FC(F)(F)C(O)=O.C(OC([NH:15][CH2:16][CH2:17][CH2:18][N:19]([CH2:23][CH2:24][CH2:25][CH2:26][N:27](C(OC(C)(C)C)=O)[CH2:28][CH2:29][CH2:30][NH:31][C:32](=[O:37])[C:33]([F:36])([F:35])[F:34])C(=O)O)=O)(C)(C)C. (6) Given the product [Cl:7][C:8]1[N:9]=[CH:10][C:11]([CH:17]=[N:1][C:2]2[S:3][CH:4]=[CH:5][N:6]=2)=[CH:12][CH:13]=1, predict the reactants needed to synthesize it. The reactants are: [NH2:1][C:2]1[S:3][CH:4]=[CH:5][N:6]=1.[Cl:7][C:8]1[CH:13]=[CH:12][CH:11]=[C:10](C=O)[N:9]=1.Cl[CH2:17]Cl. (7) Given the product [Cl:1][C:2]1[CH:3]=[C:4]([N:9]2[C:13]([C:14]3[CH:19]=[C:18]([O:20][CH3:21])[CH:17]=[C:16]([F:22])[CH:15]=3)=[CH:12][C:11]([C:23]([N:49]3[CH2:53][C:52](=[O:54])[NH:51][CH2:50]3)=[O:25])=[N:10]2)[CH:5]=[CH:6][C:7]=1[F:8], predict the reactants needed to synthesize it. The reactants are: [Cl:1][C:2]1[CH:3]=[C:4]([N:9]2[C:13]([C:14]3[CH:19]=[C:18]([O:20][CH3:21])[CH:17]=[C:16]([F:22])[CH:15]=3)=[CH:12][C:11]([C:23]([OH:25])=O)=[N:10]2)[CH:5]=[CH:6][C:7]=1[F:8].ClC1C=C(N2C(C3C=C(OC)C=C(F)C=3)=CC(C([N:49]3[CH2:53][C:52](=[O:54])[NH:51][CH2:50]3)=O)=N2)C=CC=1. (8) Given the product [C:31]([O:30][C:28](=[O:29])[CH2:27][N:3]1[C:4]2[C:9](=[CH:8][CH:7]=[C:6]([Cl:24])[C:5]=2[F:25])[C:10]([S:11][C:12]2[C:13]([F:23])=[C:14]([CH:20]=[CH:21][CH:22]=2)[C:15]([O:17][CH2:18][CH3:19])=[O:16])=[C:2]1[Cl:1])([CH3:34])([CH3:33])[CH3:32], predict the reactants needed to synthesize it. The reactants are: [Cl:1][C:2]1[NH:3][C:4]2[C:9]([C:10]=1[S:11][C:12]1[C:13]([F:23])=[C:14]([CH:20]=[CH:21][CH:22]=1)[C:15]([O:17][CH2:18][CH3:19])=[O:16])=[CH:8][CH:7]=[C:6]([Cl:24])[C:5]=2[F:25].Br[CH2:27][C:28]([O:30][C:31]([CH3:34])([CH3:33])[CH3:32])=[O:29].C([O-])([O-])=O.[K+].[K+]. (9) Given the product [CH2:6]([N:13]1[CH2:29][CH2:30][N:16]([C:17]([C:19]2[CH:20]=[N:21][CH:22]=[CH:23][C:24]=2[C:25]([F:27])([F:28])[F:26])=[O:18])[C:14]1=[O:15])[C:7]1[CH:12]=[CH:11][CH:10]=[CH:9][CH:8]=1, predict the reactants needed to synthesize it. The reactants are: CS(Cl)(=O)=O.[CH2:6]([N:13]([CH2:29][CH2:30]O)[C:14]([NH:16][C:17]([C:19]1[CH:20]=[N:21][CH:22]=[CH:23][C:24]=1[C:25]([F:28])([F:27])[F:26])=[O:18])=[O:15])[C:7]1[CH:12]=[CH:11][CH:10]=[CH:9][CH:8]=1.C(N(CC)CC)C. (10) Given the product [Cl:1][C:2]1[CH:9]=[CH:8][C:5]([C:6]#[N:7])=[C:4]([O:13][CH2:12][CH2:11][OH:14])[CH:3]=1, predict the reactants needed to synthesize it. The reactants are: [Cl:1][C:2]1[CH:9]=[CH:8][C:5]([C:6]#[N:7])=[C:4](F)[CH:3]=1.[CH2:11]([OH:14])[CH2:12][OH:13].C([O-])([O-])=O.[K+].[K+].